The task is: Binary Classification. Given a drug SMILES string, predict its activity (active/inactive) in a high-throughput screening assay against a specified biological target.. This data is from Tyrosyl-DNA phosphodiesterase HTS with 341,365 compounds. (1) The result is 0 (inactive). The drug is Fc1ccc(CNC(=O)Cn2c(=O)c3n(nc(c3)c3ccc(OCC)cc3)cc2)cc1. (2) The drug is S(CCC(NC(=O)c1c2c(=O)n(CC(C)C)cnc2oc1C)C(OC)=O)C. The result is 0 (inactive). (3) The molecule is Clc1cc(C(CC(=O)NCc2ccc(OC(C)C)cc2)c2ccccc2)c(O)cc1. The result is 0 (inactive). (4) The drug is S(=O)(=O)(N1CC(CCC1)C)c1ccc(cc1)C(=O)NNc1sc2c(n1)c(ccc2)C. The result is 0 (inactive).